Dataset: Catalyst prediction with 721,799 reactions and 888 catalyst types from USPTO. Task: Predict which catalyst facilitates the given reaction. (1) Reactant: [CH3:1][C:2]1([CH3:17])[CH2:7][CH2:6][C:5]([C:8]2[CH:13]=[CH:12][CH:11]=[CH:10][C:9]=2[N+:14]([O-])=O)=[CH:4][CH2:3]1. Product: [CH3:1][C:2]1([CH3:17])[CH2:7][CH2:6][CH:5]([C:8]2[CH:13]=[CH:12][CH:11]=[CH:10][C:9]=2[NH2:14])[CH2:4][CH2:3]1. The catalyst class is: 153. (2) Reactant: [Br:1]N1C(=O)CCC1=O.[O:9]1[C:13]2[CH:14]=[CH:15][C:16]([C:18]3([C:21]([NH:23][C:24]4[CH:25]=[C:26]5[C:30](=[CH:31][CH:32]=4)[NH:29][CH:28]=[CH:27]5)=[O:22])[CH2:20][CH2:19]3)=[CH:17][C:12]=2[O:11][CH2:10]1.O. Product: [O:9]1[C:13]2[CH:14]=[CH:15][C:16]([C:18]3([C:21]([NH:23][C:24]4[CH:25]=[C:26]5[C:30](=[CH:31][CH:32]=4)[NH:29][CH:28]=[C:27]5[Br:1])=[O:22])[CH2:20][CH2:19]3)=[CH:17][C:12]=2[O:11][CH2:10]1. The catalyst class is: 9.